From a dataset of Full USPTO retrosynthesis dataset with 1.9M reactions from patents (1976-2016). Predict the reactants needed to synthesize the given product. Given the product [C:1]([O:5][C:6](=[O:34])[N:7]([C@H:11]1[CH2:19][CH2:18][CH2:17][C@H:16]([CH2:20][C:21]2[CH:26]=[CH:25][C:24]([F:27])=[CH:23][CH:22]=2)[C@@H:15]([O:28][CH2:29][CH:30]=[O:36])[C@H:14]([CH3:32])[O:13][C:12]1=[O:33])[CH2:8][O:9][CH3:10])([CH3:3])([CH3:2])[CH3:4], predict the reactants needed to synthesize it. The reactants are: [C:1]([O:5][C:6](=[O:34])[N:7]([C@H:11]1[CH2:19][CH2:18][CH2:17][C@H:16]([CH2:20][C:21]2[CH:26]=[CH:25][C:24]([F:27])=[CH:23][CH:22]=2)[C@@H:15]([O:28][CH2:29][CH:30]=C)[C@H:14]([CH3:32])[O:13][C:12]1=[O:33])[CH2:8][O:9][CH3:10])([CH3:4])([CH3:3])[CH3:2].C([O-])(O)=[O:36].[Na+].O=[O+][O-].CSC.